Dataset: Peptide-MHC class I binding affinity with 185,985 pairs from IEDB/IMGT. Task: Regression. Given a peptide amino acid sequence and an MHC pseudo amino acid sequence, predict their binding affinity value. This is MHC class I binding data. (1) The peptide sequence is VLFEVFVVF. The MHC is HLA-A30:01 with pseudo-sequence HLA-A30:01. The binding affinity (normalized) is 0.0661. (2) The peptide sequence is SLVITYCLVT. The MHC is HLA-A02:06 with pseudo-sequence HLA-A02:06. The binding affinity (normalized) is 0.379. (3) The peptide sequence is NTCKPTILA. The MHC is HLA-A02:02 with pseudo-sequence HLA-A02:02. The binding affinity (normalized) is 0.